Predict the reactants needed to synthesize the given product. From a dataset of Full USPTO retrosynthesis dataset with 1.9M reactions from patents (1976-2016). (1) Given the product [NH:1]1[C:9]2[C:4](=[CH:5][CH:6]=[CH:7][CH:8]=2)[CH:3]=[C:2]1[CH2:10][NH:11][C:32]([C:28]1[S:27][C:26]([N:23]2[CH:24]=[CH:25][C:20]([O:19][CH2:12][C:13]3[CH:18]=[CH:17][CH:16]=[CH:15][CH:14]=3)=[CH:21][C:22]2=[O:35])=[N:30][C:29]=1[CH3:31])=[O:33], predict the reactants needed to synthesize it. The reactants are: [NH:1]1[C:9]2[C:4](=[CH:5][CH:6]=[CH:7][CH:8]=2)[CH:3]=[C:2]1[CH2:10][NH2:11].[CH2:12]([O:19][C:20]1[CH:25]=[CH:24][N:23]([C:26]2[S:27][C:28]([C:32](O)=[O:33])=[C:29]([CH3:31])[N:30]=2)[C:22](=[O:35])[CH:21]=1)[C:13]1[CH:18]=[CH:17][CH:16]=[CH:15][CH:14]=1. (2) Given the product [Si:11]([O:28][CH2:29][CH2:30][CH2:31][CH2:32][C@@H:33]1[O:35][C@@H:34]1[CH:36]=[O:37])([C:24]([CH3:27])([CH3:26])[CH3:25])([C:18]1[CH:23]=[CH:22][CH:21]=[CH:20][CH:19]=1)[C:12]1[CH:13]=[CH:14][CH:15]=[CH:16][CH:17]=1, predict the reactants needed to synthesize it. The reactants are: CS(C)=O.C(Cl)(=O)C(Cl)=O.[Si:11]([O:28][CH2:29][CH2:30][CH2:31][CH2:32][C@@H:33]1[O:35][C@@H:34]1[CH2:36][OH:37])([C:24]([CH3:27])([CH3:26])[CH3:25])([C:18]1[CH:23]=[CH:22][CH:21]=[CH:20][CH:19]=1)[C:12]1[CH:17]=[CH:16][CH:15]=[CH:14][CH:13]=1.C(N(CC)CC)C. (3) Given the product [CH2:3]([O:10][C:11]1[CH:12]=[CH:13][C:14]([N:17]2[C:21]3=[N:22][CH:23]=[CH:24][C:25]([C:26]([F:29])([F:28])[F:27])=[C:20]3[N:19]([CH2:32][CH3:33])[C:18]2=[O:30])=[CH:15][CH:16]=1)[C:4]1[CH:5]=[CH:6][CH:7]=[CH:8][CH:9]=1, predict the reactants needed to synthesize it. The reactants are: [H-].[Na+].[CH2:3]([O:10][C:11]1[CH:16]=[CH:15][C:14]([N:17]2[C:21]3=[N:22][CH:23]=[CH:24][C:25]([C:26]([F:29])([F:28])[F:27])=[C:20]3[NH:19][C:18]2=[O:30])=[CH:13][CH:12]=1)[C:4]1[CH:9]=[CH:8][CH:7]=[CH:6][CH:5]=1.I[CH2:32][CH3:33].C([O-])(O)=O.[Na+]. (4) Given the product [C:1]12([C:11]3[CH:12]=[CH:13][C:14]([O:15][CH2:16][C:17]([N:26]4[CH2:27][CH2:28][N:23]([CH3:22])[CH2:24][CH2:25]4)=[O:18])=[CH:20][CH:21]=3)[CH2:2][CH:3]3[CH2:4][CH:5]([CH2:6][CH:7]([CH2:9]3)[CH2:8]1)[CH2:10]2, predict the reactants needed to synthesize it. The reactants are: [C:1]12([C:11]3[CH:21]=[CH:20][C:14]([O:15][CH2:16][C:17](O)=[O:18])=[CH:13][CH:12]=3)[CH2:10][CH:5]3[CH2:6][CH:7]([CH2:9][CH:3]([CH2:4]3)[CH2:2]1)[CH2:8]2.[CH3:22][N:23]1[CH2:28][CH2:27][NH:26][CH2:25][CH2:24]1. (5) The reactants are: C([O:8][C:9]1[C:19]([F:20])=[CH:18][CH:17]=[CH:16][C:10]=1[O:11][CH2:12][CH:13]1[CH2:15][O:14]1)C1C=CC=CC=1.C([SiH](CC)CC)C. Given the product [F:20][C:19]1[CH:18]=[CH:17][CH:16]=[C:10]([O:11][CH2:12][CH:13]2[CH2:15][O:14]2)[C:9]=1[OH:8], predict the reactants needed to synthesize it. (6) The reactants are: [F:1][C:2]([F:9])([F:8])[C:3](=O)[CH2:4][C:5]#[N:6].[Cl:10][C:11]1[C:16]([Cl:17])=[CH:15][CH:14]=[CH:13][C:12]=1[NH:18][NH2:19]. Given the product [Cl:10][C:11]1[C:16]([Cl:17])=[CH:15][CH:14]=[CH:13][C:12]=1[N:18]1[C:5]([NH2:6])=[CH:4][C:3]([C:2]([F:9])([F:8])[F:1])=[N:19]1, predict the reactants needed to synthesize it.